This data is from Reaction yield outcomes from USPTO patents with 853,638 reactions. The task is: Predict the reaction yield, written as a fraction of the theoretical maximum amount of product (1.0 means a 100% yield; for example, 0.34 means a 34% yield). (1) The reactants are [OH-].[Na+].[CH2:3]([O:7][C:8]1[CH:13]=[C:12]([CH2:14][CH2:15][C:16]([O:18]C)=[O:17])[CH:11]=[CH:10][C:9]=1[C:20]1[CH:25]=[CH:24][CH:23]=[C:22]([N:26]([CH3:35])[C:27]([NH:29][CH2:30][CH2:31][CH2:32][CH2:33][CH3:34])=[O:28])[CH:21]=1)[CH2:4][CH2:5][CH3:6]. The catalyst is O1CCCC1.CO. The product is [CH2:3]([O:7][C:8]1[CH:13]=[C:12]([CH2:14][CH2:15][C:16]([OH:18])=[O:17])[CH:11]=[CH:10][C:9]=1[C:20]1[CH:25]=[CH:24][CH:23]=[C:22]([N:26]([CH3:35])[C:27]([NH:29][CH2:30][CH2:31][CH2:32][CH2:33][CH3:34])=[O:28])[CH:21]=1)[CH2:4][CH2:5][CH3:6]. The yield is 0.460. (2) The reactants are [NH:1]1[C:5]2[CH:6]=[CH:7][C:8]([C:10]([OH:12])=O)=[CH:9][C:4]=2[N:3]=[CH:2]1.[CH3:13][C:14]1[N:19]=[N:18][C:17]([O:20][C:21]2[C:26]3[C@@H:27]4[C@H:32]([CH2:33][CH2:34][C:25]=3[CH:24]=[CH:23][CH:22]=2)[NH:31][CH2:30][CH2:29][CH2:28]4)=[CH:16][CH:15]=1. No catalyst specified. The product is [NH:1]1[C:5]2[CH:6]=[CH:7][C:8]([C:10]([N:31]3[C@@H:32]4[C@@H:27]([C:26]5[C:21]([O:20][C:17]6[N:18]=[N:19][C:14]([CH3:13])=[CH:15][CH:16]=6)=[CH:22][CH:23]=[CH:24][C:25]=5[CH2:34][CH2:33]4)[CH2:28][CH2:29][CH2:30]3)=[O:12])=[CH:9][C:4]=2[N:3]=[CH:2]1. The yield is 0.170. (3) The catalyst is C(OCC)(=O)C. The yield is 0.760. The product is [ClH:1].[ClH:1].[NH:9]1[CH2:10][CH2:11][CH:12]([CH2:15][CH:16]([CH2:21][CH:22]2[CH2:23][CH2:24][NH:25][CH2:26][CH2:27]2)[C:17]([O:19][CH3:20])=[O:18])[CH2:13][CH2:14]1. The reactants are [ClH:1].C(OC([N:9]1[CH2:14][CH2:13][CH:12]([CH2:15][CH:16]([CH2:21][CH:22]2[CH2:27][CH2:26][N:25](C(OC(C)(C)C)=O)[CH2:24][CH2:23]2)[C:17]([O:19][CH3:20])=[O:18])[CH2:11][CH2:10]1)=O)(C)(C)C. (4) The reactants are C([Mg]Cl)(C)C.Br[C:7]1[CH:12]=[CH:11][CH:10]=[C:9]([Br:13])[N:8]=1.C(N(CC)CC)C.[C:21]1([S:27][S:27][C:21]2[CH:26]=[CH:25][CH:24]=[CH:23][CH:22]=2)[CH:26]=[CH:25][CH:24]=[CH:23][CH:22]=1.[Cl-].[NH4+]. The catalyst is O1CCCC1. The product is [Br:13][C:9]1[CH:10]=[CH:11][CH:12]=[C:7]([S:27][C:21]2[CH:26]=[CH:25][CH:24]=[CH:23][CH:22]=2)[N:8]=1. The yield is 0.499. (5) The reactants are [O:1]([CH2:8][CH2:9][N:10]1[C:18]2[C:13](=[CH:14][CH:15]=[C:16]([C:19]([OH:21])=O)[CH:17]=2)[CH:12]=[CH:11]1)[C:2]1[CH:7]=[CH:6][CH:5]=[CH:4][CH:3]=1.CN(C([O:29][N:30]1N=NC2C=CC=NC1=2)=[N+](C)C)C.F[P-](F)(F)(F)(F)F.NO. The catalyst is CN(C=O)C.C(OCC)(=O)C. The product is [OH:29][NH:30][C:19]([C:16]1[CH:17]=[C:18]2[C:13]([CH:12]=[CH:11][N:10]2[CH2:9][CH2:8][O:1][C:2]2[CH:7]=[CH:6][CH:5]=[CH:4][CH:3]=2)=[CH:14][CH:15]=1)=[O:21]. The yield is 0.930. (6) The reactants are [NH2:1][C:2]1[CH:14]=[C:13]([CH3:15])[C:5]([C:6]([O:8][C:9]([CH3:12])([CH3:11])[CH3:10])=[O:7])=[C:4]([Cl:16])[N:3]=1.Br[CH2:18][C:19](=O)[C:20]([O:22][CH2:23][CH3:24])=[O:21]. The catalyst is CCO. The product is [Cl:16][C:4]1[N:3]2[CH:18]=[C:19]([C:20]([O:22][CH2:23][CH3:24])=[O:21])[N:1]=[C:2]2[CH:14]=[C:13]([CH3:15])[C:5]=1[C:6]([O:8][C:9]([CH3:11])([CH3:12])[CH3:10])=[O:7]. The yield is 0.700. (7) The reactants are [Br:1][C:2]1[CH:3]=[C:4]([N+:16]([O-])=O)[C:5]([C:8]2[CH:13]=[CH:12][C:11]([S:14][CH3:15])=[CH:10][CH:9]=2)=[N:6][CH:7]=1.C1(P(C2C=CC=CC=2)CCP(C2C=CC=CC=2)C2C=CC=CC=2)C=CC=CC=1. The catalyst is ClC1C=CC=CC=1Cl. The product is [Br:1][C:2]1[CH:7]=[N:6][C:5]2[C:8]3[CH:13]=[CH:12][C:11]([S:14][CH3:15])=[CH:10][C:9]=3[NH:16][C:4]=2[CH:3]=1. The yield is 0.520.